Dataset: Forward reaction prediction with 1.9M reactions from USPTO patents (1976-2016). Task: Predict the product of the given reaction. (1) The product is: [NH3:6].[Cl:1][C:2]1[CH:27]=[CH:26][C:5]2[N:6]3[C:10]([CH2:11][S:12](=[O:28])[CH2:13][C:4]=2[CH:3]=1)=[N:9][N:8]=[C:7]3[CH:14]1[CH2:15][CH2:16][N:17]([C:20]2[CH:25]=[CH:24][CH:23]=[CH:22][N:21]=2)[CH2:18][CH2:19]1. Given the reactants [Cl:1][C:2]1[CH:27]=[CH:26][C:5]2[N:6]3[C:10]([CH2:11][S:12][CH2:13][C:4]=2[CH:3]=1)=[N:9][N:8]=[C:7]3[CH:14]1[CH2:19][CH2:18][N:17]([C:20]2[CH:25]=[CH:24][CH:23]=[CH:22][N:21]=2)[CH2:16][CH2:15]1.[OH:28]O, predict the reaction product. (2) Given the reactants Cl.Cl.[CH3:3][C:4]1[CH:13]=[C:12]([NH:14][C:15](=[O:28])[NH:16][CH2:17][CH2:18][N:19]2[CH2:24][CH2:23][CH2:22][CH:21]([C:25]([OH:27])=O)[CH2:20]2)[C:11]2[C:6](=[CH:7][CH:8]=[CH:9][CH:10]=2)[N:5]=1.[CH3:29][NH:30][C:31]1[CH:36]=[CH:35][CH:34]=[CH:33][CH:32]=1.C(P1(=O)OP(CCC)(=O)OP(CCC)(=O)O1)CC, predict the reaction product. The product is: [CH3:29][N:30]([C:31]1[CH:36]=[CH:35][CH:34]=[CH:33][CH:32]=1)[C:25]([CH:21]1[CH2:22][CH2:23][CH2:24][N:19]([CH2:18][CH2:17][NH:16][C:15]([NH:14][C:12]2[C:11]3[C:6](=[CH:7][CH:8]=[CH:9][CH:10]=3)[N:5]=[C:4]([CH3:3])[CH:13]=2)=[O:28])[CH2:20]1)=[O:27]. (3) Given the reactants [CH3:1][O:2][C:3]1[CH:4]=[C:5]2[C:10](=[CH:11][C:12]=1[O:13][CH3:14])[N:9]=[CH:8][CH:7]=[C:6]2[OH:15].C(=O)([O-])[O-].[Cs+].[Cs+].F[C:23]1[CH:28]=[CH:27][C:26]([N+:29]([O-:31])=[O:30])=[CH:25][C:24]=1[F:32].CN(C=O)C, predict the reaction product. The product is: [F:32][C:24]1[CH:25]=[C:26]([N+:29]([O-:31])=[O:30])[CH:27]=[CH:28][C:23]=1[O:15][C:6]1[C:5]2[C:10](=[CH:11][C:12]([O:13][CH3:14])=[C:3]([O:2][CH3:1])[CH:4]=2)[N:9]=[CH:8][CH:7]=1. (4) Given the reactants FC(F)(F)C1C=C(NC(=O)NC2C=CC(C3SC(CCC(OC)=O)=NC=3)=CC=2)C=CC=1.[NH2:32][C:33]1[CH:38]=[CH:37][C:36]([C:39]2[S:43][C:42]([CH2:44][C:45]([CH3:51])([CH3:50])[C:46]([O:48][CH3:49])=[O:47])=[N:41][CH:40]=2)=[CH:35][CH:34]=1.[Cl:52][C:53]1[CH:58]=[CH:57][C:56]([N:59]=[C:60]=[O:61])=[C:55]([O:62][C:63]2[CH:68]=[CH:67][CH:66]=[CH:65][CH:64]=2)[CH:54]=1, predict the reaction product. The product is: [Cl:52][C:53]1[CH:58]=[CH:57][C:56]([NH:59][C:60](=[O:61])[NH:32][C:33]2[CH:34]=[CH:35][C:36]([C:39]3[S:43][C:42]([CH2:44][C:45]([CH3:51])([CH3:50])[C:46]([O:48][CH3:49])=[O:47])=[N:41][CH:40]=3)=[CH:37][CH:38]=2)=[C:55]([O:62][C:63]2[CH:64]=[CH:65][CH:66]=[CH:67][CH:68]=2)[CH:54]=1.